From a dataset of Full USPTO retrosynthesis dataset with 1.9M reactions from patents (1976-2016). Predict the reactants needed to synthesize the given product. (1) Given the product [CH2:11]([O:13][C:14]([N:16]1[CH2:22][C:21](=[CH2:1])[C:20]2[CH:24]=[CH:25][S:26][C:19]=2[CH2:18][CH2:17]1)=[O:15])[CH3:12], predict the reactants needed to synthesize it. The reactants are: [CH3:1][Si]([N-][Si](C)(C)C)(C)C.[K+].[CH2:11]([O:13][C:14]([N:16]1[CH2:22][C:21](=O)[C:20]2[CH:24]=[CH:25][S:26][C:19]=2[CH2:18][CH2:17]1)=[O:15])[CH3:12]. (2) Given the product [Br:1][C:2]1[CH:3]=[C:4]([CH2:20][C:19]([OH:22])=[O:21])[CH:5]=[C:6]([N+:8]([O-:10])=[O:9])[CH:7]=1, predict the reactants needed to synthesize it. The reactants are: [Br:1][C:2]1[CH:3]=[C:4](CC#N)[CH:5]=[C:6]([N+:8]([O-:10])=[O:9])[CH:7]=1.S(=O)(=O)(O)O.[C:19]([OH:22])(=[O:21])[CH3:20]. (3) Given the product [CH2:25]1[NH:24][CH2:23][CH2:22][N:21]([CH2:40][C:41]([OH:43])=[O:42])[CH2:20][CH2:19][N:18]([CH2:11][C:8]([OH:10])=[O:9])[CH2:29][CH2:28][N:27]([CH2:30][C:37]([OH:39])=[O:38])[CH2:26]1, predict the reactants needed to synthesize it. The reactants are: NCC(O)CO.Cl.[C:8]([CH:11]([N:18]1[CH2:29][CH2:28][N:27]([CH:30]([C:37]([OH:39])=[O:38])CCCC(O)=O)[CH2:26][CH2:25][NH:24][CH2:23][CH2:22][N:21]([CH:40](CCCC)[C:41]([OH:43])=[O:42])[CH2:20][CH2:19]1)CCCC(O)=O)([OH:10])=[O:9].C1C(=O)N(O)C(=O)C1S([O-])(=O)=O.[Na+].CCN=C=NCCCN(C)C.[OH-].[Na+]. (4) Given the product [CH3:9][O:8][C:6](=[O:7])[C:5]1[CH:10]=[CH:11][C:2]([F:1])=[CH:3][C:4]=1[O:12][C:18]1[CH:17]=[C:16]([Br:23])[N:15]=[C:14]([Br:13])[CH:19]=1, predict the reactants needed to synthesize it. The reactants are: [F:1][C:2]1[CH:11]=[CH:10][C:5]([C:6]([O:8][CH3:9])=[O:7])=[C:4]([OH:12])[CH:3]=1.[Br:13][C:14]1[CH:19]=[C:18]([N+]([O-])=O)[CH:17]=[C:16]([Br:23])[N:15]=1.C(=O)([O-])[O-].[Cs+].[Cs+].O.